From a dataset of Full USPTO retrosynthesis dataset with 1.9M reactions from patents (1976-2016). Predict the reactants needed to synthesize the given product. (1) Given the product [CH3:13][O:8][C:6]([C:5]1[C:9]([CH3:11])=[CH:10][C:2]([C:23]2[CH:22]=[CH:21][CH:20]=[C:19]([NH2:18])[CH:24]=2)=[CH:3][C:4]=1[CH3:12])=[O:7], predict the reactants needed to synthesize it. The reactants are: Br[C:2]1[CH:10]=[C:9]([CH3:11])[C:5]([C:6]([OH:8])=[O:7])=[C:4]([CH3:12])[CH:3]=1.[C:13](=O)(O)[O-].[Na+].[NH2:18][C:19]1[CH:20]=[C:21](B(O)O)[CH:22]=[CH:23][CH:24]=1. (2) Given the product [CH3:20][C:16]1([CH3:21])[NH:15][C:14](=[O:22])[C:13]2[S:12][C:11]([N:7]3[C:6]4[CH:23]=[C:2]([N:1]5[C:27](=[O:28])[CH2:26][CH2:25][C:24]5=[O:29])[CH:3]=[CH:4][C:5]=4[O:10][CH2:9][CH2:8]3)=[N:19][C:18]=2[CH2:17]1, predict the reactants needed to synthesize it. The reactants are: [NH2:1][C:2]1[CH:3]=[CH:4][C:5]2[O:10][CH2:9][CH2:8][N:7]([C:11]3[S:12][C:13]4[C:14](=[O:22])[NH:15][C:16]([CH3:21])([CH3:20])[CH2:17][C:18]=4[N:19]=3)[C:6]=2[CH:23]=1.[C:24]1(=O)[O:29][C:27](=[O:28])[CH2:26][CH2:25]1. (3) Given the product [Br:30][C:31]1[CH:36]=[CH:35][C:34]([CH2:37][O:1][C:2]2[CH:3]=[C:4]([C:8]3[C:17]4[C:12](=[C:13]([C:18]([F:21])([F:19])[F:20])[CH:14]=[CH:15][CH:16]=4)[N:11]=[CH:10][C:9]=3[C:22]([C:24]3[CH:25]=[CH:26][CH:27]=[CH:28][CH:29]=3)=[O:23])[CH:5]=[CH:6][CH:7]=2)=[C:33]([O:39][CH3:40])[CH:32]=1, predict the reactants needed to synthesize it. The reactants are: [OH:1][C:2]1[CH:3]=[C:4]([C:8]2[C:17]3[C:12](=[C:13]([C:18]([F:21])([F:20])[F:19])[CH:14]=[CH:15][CH:16]=3)[N:11]=[CH:10][C:9]=2[C:22]([C:24]2[CH:29]=[CH:28][CH:27]=[CH:26][CH:25]=2)=[O:23])[CH:5]=[CH:6][CH:7]=1.[Br:30][C:31]1[CH:36]=[CH:35][C:34]([CH2:37]Br)=[C:33]([O:39][CH3:40])[CH:32]=1. (4) Given the product [Cl:30][C:9]1[CH:8]=[C:7]([CH:12]=[CH:11][C:10]=1[CH2:13][N:14]1[C:18](=[O:19])[N:17]([CH:20]2[CH2:22][CH2:21]2)[C:16]([C:23]2[CH:24]=[CH:25][C:26]([Cl:29])=[CH:27][CH:28]=2)=[N:15]1)[C:6]([OH:31])=[O:5], predict the reactants needed to synthesize it. The reactants are: C([O:5][C:6](=[O:31])[C:7]1[CH:12]=[CH:11][C:10]([CH2:13][N:14]2[C:18](=[O:19])[N:17]([CH:20]3[CH2:22][CH2:21]3)[C:16]([C:23]3[CH:28]=[CH:27][C:26]([Cl:29])=[CH:25][CH:24]=3)=[N:15]2)=[C:9]([Cl:30])[CH:8]=1)(C)(C)C.FC(F)(F)C(O)=O. (5) Given the product [Br:34][C:35]1[CH:36]=[C:37]([CH2:42][NH:43][C:26]([C:25]2[CH:29]=[CH:30][CH:31]=[C:23]([C:21]([NH:20][CH2:19][C:10]3[C:11]([NH:12][CH:13]4[CH2:14][CH2:15][O:16][CH2:17][CH2:18]4)=[C:6]4[CH:5]=[N:4][N:3]([CH2:1][CH3:2])[C:7]4=[N:8][C:9]=3[CH2:32][CH3:33])=[O:22])[CH:24]=2)=[O:27])[CH:38]=[CH:39][C:40]=1[Cl:41], predict the reactants needed to synthesize it. The reactants are: [CH2:1]([N:3]1[C:7]2=[N:8][C:9]([CH2:32][CH3:33])=[C:10]([CH2:19][NH:20][C:21]([C:23]3[CH:24]=[C:25]([CH:29]=[CH:30][CH:31]=3)[C:26](O)=[O:27])=[O:22])[C:11]([NH:12][CH:13]3[CH2:18][CH2:17][O:16][CH2:15][CH2:14]3)=[C:6]2[CH:5]=[N:4]1)[CH3:2].[Br:34][C:35]1[CH:36]=[C:37]([CH2:42][NH2:43])[CH:38]=[CH:39][C:40]=1[Cl:41].CN(C(ON1N=NC2C=CC=CC1=2)=[N+](C)C)C.F[P-](F)(F)(F)(F)F. (6) Given the product [Cl:13][CH2:8][C:7]1[C:2]([CH3:1])=[N:3][C:4]([CH3:10])=[CH:5][CH:6]=1, predict the reactants needed to synthesize it. The reactants are: [CH3:1][C:2]1[C:7]([CH2:8]O)=[CH:6][CH:5]=[C:4]([CH3:10])[N:3]=1.O=S(Cl)[Cl:13].